Dataset: Catalyst prediction with 721,799 reactions and 888 catalyst types from USPTO. Task: Predict which catalyst facilitates the given reaction. (1) Reactant: [CH2:1]([C:5]1([N:32]([CH3:34])[CH3:33])[CH2:10][CH2:9][C:8]([C:21]2[N:22]([CH3:31])[C:23]3[C:28]([C:29]=2[CH3:30])=[CH:27][CH:26]=[CH:25][CH:24]=3)([C:11]2[NH:12][C:13]3[C:18]([C:19]=2[CH3:20])=[CH:17][CH:16]=[CH:15][CH:14]=3)[CH2:7][CH2:6]1)[CH2:2][CH2:3][CH3:4].[Cl:35][Si](C)(C)C. Product: [ClH:35].[CH2:1]([C:5]1([N:32]([CH3:34])[CH3:33])[CH2:6][CH2:7][C:8]([C:21]2[N:22]([CH3:31])[C:23]3[C:28]([C:29]=2[CH3:30])=[CH:27][CH:26]=[CH:25][CH:24]=3)([C:11]2[NH:12][C:13]3[C:18]([C:19]=2[CH3:20])=[CH:17][CH:16]=[CH:15][CH:14]=3)[CH2:9][CH2:10]1)[CH2:2][CH2:3][CH3:4]. The catalyst class is: 244. (2) Reactant: [Cl:1][C:2]1[CH:10]=[CH:9][C:8]([C:11]2[N:12]([C:22]([O:24][C:25]([CH3:28])([CH3:27])[CH3:26])=[O:23])[C:13]3[C:18]([CH:19]=2)=[CH:17][C:16]([CH:20]=O)=[CH:15][CH:14]=3)=[C:7]2[C:3]=1[CH2:4][NH:5][C:6]2=[O:29].[N:30]1[CH:35]=[CH:34][CH:33]=[N:32][C:31]=1[N:36]1[CH2:41][CH2:40][NH:39][CH2:38][CH2:37]1.C(O[BH-](OC(=O)C)OC(=O)C)(=O)C.[Na+]. Product: [Cl:1][C:2]1[CH:10]=[CH:9][C:8]([C:11]2[N:12]([C:22]([O:24][C:25]([CH3:26])([CH3:27])[CH3:28])=[O:23])[C:13]3[C:18]([CH:19]=2)=[CH:17][C:16]([CH2:20][N:39]2[CH2:40][CH2:41][N:36]([C:31]4[N:30]=[CH:35][CH:34]=[CH:33][N:32]=4)[CH2:37][CH2:38]2)=[CH:15][CH:14]=3)=[C:7]2[C:3]=1[CH2:4][NH:5][C:6]2=[O:29]. The catalyst class is: 4. (3) The catalyst class is: 2. Product: [NH:8]1[CH2:13][CH2:12][CH:11]([CH2:14][NH:15][C:16]2[CH:21]=[C:20]([C:22]([F:23])([F:25])[F:24])[CH:19]=[CH:18][C:17]=2[C:26]2[N:27]=[CH:28][N:29]=[C:30]([O:32][C:33]3[C:38]4[N:39]=[C:40]([NH:42][C:43](=[O:45])[CH3:44])[S:41][C:37]=4[CH:36]=[CH:35][CH:34]=3)[CH:31]=2)[CH2:10][CH2:9]1. Reactant: C(OC([N:8]1[CH2:13][CH2:12][CH:11]([CH2:14][NH:15][C:16]2[CH:21]=[C:20]([C:22]([F:25])([F:24])[F:23])[CH:19]=[CH:18][C:17]=2[C:26]2[CH:31]=[C:30]([O:32][C:33]3[C:38]4[N:39]=[C:40]([NH:42][C:43](=[O:45])[CH3:44])[S:41][C:37]=4[CH:36]=[CH:35][CH:34]=3)[N:29]=[CH:28][N:27]=2)[CH2:10][CH2:9]1)=O)(C)(C)C.FC(F)(F)C(O)=O. (4) Reactant: [C:1]([C:3]1([C@H:8]([NH:10][S@](C(C)(C)C)=O)[CH3:9])[CH2:7][CH2:6][CH2:5][CH2:4]1)#[N:2].[ClH:17]. Product: [ClH:17].[NH2:10][C@@H:8]([C:3]1([C:1]#[N:2])[CH2:7][CH2:6][CH2:5][CH2:4]1)[CH3:9]. The catalyst class is: 5. (5) Reactant: CO.[CH:3]1([NH:9][C:10]2[CH:19]=[C:18]3[C:13]([C:14](=[O:29])[C:15]([O:25][CH2:26][C:27]#[N:28])=[CH:16][N:17]3[CH:20]3[CH2:24][CH2:23][CH2:22][CH2:21]3)=[CH:12][C:11]=2[F:30])[CH2:8][CH2:7][CH2:6][CH2:5][CH2:4]1.Cl.[NH2:32][OH:33]. Product: [CH:3]1([NH:9][C:10]2[CH:19]=[C:18]3[C:13]([C:14](=[O:29])[C:15]([O:25][CH2:26][C:27](=[N:32][OH:33])[NH2:28])=[CH:16][N:17]3[CH:20]3[CH2:24][CH2:23][CH2:22][CH2:21]3)=[CH:12][C:11]=2[F:30])[CH2:4][CH2:5][CH2:6][CH2:7][CH2:8]1. The catalyst class is: 66. (6) Reactant: C1CCN2C(=NCCC2)CC1.[C:12]1([CH2:18][O:19][C:20](=[O:60])[CH2:21][N:22]2[CH2:33][CH2:32][N:31]([CH2:34][C:35]([O:37][CH2:38][C:39]3[CH:44]=[CH:43][CH:42]=[CH:41][CH:40]=3)=[O:36])[CH2:30][CH2:29][N:28]([CH2:45][C:46]([O:48][CH2:49][C:50]3[CH:55]=[CH:54][CH:53]=[CH:52][CH:51]=3)=[O:47])[CH2:27][CH2:26][N:25]([CH2:56][C:57]([OH:59])=[O:58])[CH2:24][CH2:23]2)[CH:17]=[CH:16][CH:15]=[CH:14][CH:13]=1.Br[CH2:62][C:63]([N:65]([CH2:84][CH2:85][CH2:86][CH2:87][CH2:88][CH2:89][CH2:90][CH2:91][CH2:92][CH2:93][CH2:94][CH2:95][CH2:96][CH2:97][CH2:98][CH2:99][CH2:100][CH3:101])[CH2:66][CH2:67][CH2:68][CH2:69][CH2:70][CH2:71][CH2:72][CH2:73][CH2:74][CH2:75][CH2:76][CH2:77][CH2:78][CH2:79][CH2:80][CH2:81][CH2:82][CH3:83])=[O:64]. Product: [C:12]1([CH2:18][O:19][C:20](=[O:60])[CH2:21][N:22]2[CH2:23][CH2:24][N:25]([CH2:56][C:57]([O:59][CH2:62][C:63]([N:65]([CH2:66][CH2:67][CH2:68][CH2:69][CH2:70][CH2:71][CH2:72][CH2:73][CH2:74][CH2:75][CH2:76][CH2:77][CH2:78][CH2:79][CH2:80][CH2:81][CH2:82][CH3:83])[CH2:84][CH2:85][CH2:86][CH2:87][CH2:88][CH2:89][CH2:90][CH2:91][CH2:92][CH2:93][CH2:94][CH2:95][CH2:96][CH2:97][CH2:98][CH2:99][CH2:100][CH3:101])=[O:64])=[O:58])[CH2:26][CH2:27][N:28]([CH2:45][C:46]([O:48][CH2:49][C:50]3[CH:51]=[CH:52][CH:53]=[CH:54][CH:55]=3)=[O:47])[CH2:29][CH2:30][N:31]([CH2:34][C:35]([O:37][CH2:38][C:39]3[CH:40]=[CH:41][CH:42]=[CH:43][CH:44]=3)=[O:36])[CH2:32][CH2:33]2)[CH:13]=[CH:14][CH:15]=[CH:16][CH:17]=1. The catalyst class is: 11.